This data is from Catalyst prediction with 721,799 reactions and 888 catalyst types from USPTO. The task is: Predict which catalyst facilitates the given reaction. Reactant: [Br:1][C:2]1[CH:3]=[N:4][CH:5]=[C:6]([CH:10]=1)[C:7]([OH:9])=O.[C:11]1([NH:17][C:18]2[CH:23]=[CH:22][CH:21]=[CH:20][C:19]=2[NH2:24])[CH:16]=[CH:15][CH:14]=[CH:13][CH:12]=1.C(N=C=NC(C)C)(C)C.C(N(CC)CC)C. Product: [Br:1][C:2]1[CH:3]=[N:4][CH:5]=[C:6]([CH:10]=1)[C:7]([NH:24][C:19]1[CH:20]=[CH:21][CH:22]=[CH:23][C:18]=1[NH:17][C:11]1[CH:12]=[CH:13][CH:14]=[CH:15][CH:16]=1)=[O:9]. The catalyst class is: 4.